This data is from Forward reaction prediction with 1.9M reactions from USPTO patents (1976-2016). The task is: Predict the product of the given reaction. (1) Given the reactants [N+:1]([C:4]1[CH:31]=[CH:30][C:7]([O:8][C:9]2[CH:14]=[CH:13][N:12]=[C:11]([NH:15][C:16]([N:18]3[CH2:23][CH2:22][CH:21]([CH2:24][N:25]4[CH2:29][CH2:28][CH2:27][CH2:26]4)[CH2:20][CH2:19]3)=[O:17])[CH:10]=2)=[CH:6][CH:5]=1)([O-])=O.CO, predict the reaction product. The product is: [NH2:1][C:4]1[CH:31]=[CH:30][C:7]([O:8][C:9]2[CH:14]=[CH:13][N:12]=[C:11]([NH:15][C:16]([N:18]3[CH2:19][CH2:20][CH:21]([CH2:24][N:25]4[CH2:29][CH2:28][CH2:27][CH2:26]4)[CH2:22][CH2:23]3)=[O:17])[CH:10]=2)=[CH:6][CH:5]=1. (2) The product is: [CH3:1][C:2]1[CH:7]=[CH:6][C:5]([CH3:8])=[CH:4][C:3]=1[NH:9][C:10]1[N:15]2[N:16]=[CH:17][C:18]([C:19]([NH:44][S:41]([CH2:39][CH3:40])(=[O:43])=[O:42])=[O:20])=[C:14]2[N:13]=[CH:12][C:11]=1[C:22]([N:24]1[CH2:25][CH2:26][C:27]2([C:33]3[CH:34]=[CH:35][C:36]([F:38])=[CH:37][C:32]=3[O:31][CH2:30]2)[CH2:28][CH2:29]1)=[O:23]. Given the reactants [CH3:1][C:2]1[CH:7]=[CH:6][C:5]([CH3:8])=[CH:4][C:3]=1[NH:9][C:10]1[N:15]2[N:16]=[CH:17][C:18]([C:19](O)=[O:20])=[C:14]2[N:13]=[CH:12][C:11]=1[C:22]([N:24]1[CH2:29][CH2:28][C:27]2([C:33]3[CH:34]=[CH:35][C:36]([F:38])=[CH:37][C:32]=3[O:31][CH2:30]2)[CH2:26][CH2:25]1)=[O:23].[CH2:39]([S:41]([NH2:44])(=[O:43])=[O:42])[CH3:40], predict the reaction product. (3) Given the reactants [Cl-].[Ca+2:2].[Cl-].[CH3:4][C@@:5]12[C@@H:21]([OH:22])[CH2:20][CH2:19][C@H:18]1[C@H:17]1[C@@H:8]([C:9]3[CH:10]=[CH:11][C:12]([OH:23])=[CH:13][C:14]=3[CH2:15][CH2:16]1)[CH2:7][CH2:6]2.[C:24]([O-:27])([O-:26])=[O:25].[Ca+2], predict the reaction product. The product is: [CH3:4][C@@:5]12[C@@H:21]([OH:22])[CH2:20][CH2:19][C@H:18]1[C@H:17]1[C@@H:8]([C:9]3[CH:10]=[CH:11][C:12]([OH:23])=[CH:13][C:14]=3[CH2:15][CH2:16]1)[CH2:7][CH2:6]2.[C:24](=[O:25])([O-:27])[O-:26].[Ca+2:2]. (4) Given the reactants [CH3:1][C:2]12[C:8]([CH3:10])([CH3:9])[C:5]([C:11]([O:13][CH2:14][C@H:15]3[C@@H:17]([CH2:18][O:19][CH3:20])[C@@:16]3([CH3:35])[C:21]3[CH:30]=[CH:29][C:28]4[C:27]([CH3:32])([CH3:31])[CH2:26][CH2:25][C:24]([CH3:34])([CH3:33])[C:23]=4[CH:22]=3)=[O:12])([CH2:6][CH2:7]1)[O:4][C:3]2=[O:36].[CH3:37][C:38]12[C:44]([CH3:46])([CH3:45])[C:41]([C:47]([O:49][CH2:50][C@@H:51]3[C@H:53]([CH2:54][O:55][CH3:56])[C@:52]3([CH3:71])[C:57]3[CH:66]=[CH:65][C:64]4[C:63]([CH3:68])([CH3:67])[CH2:62][CH2:61][C:60]([CH3:70])([CH3:69])[C:59]=4[CH:58]=3)=[O:48])([CH2:42][CH2:43]1)[O:40][C:39]2=[O:72].[CH2:73](OCC1[C@H](CO)C1(C)C1C=CC2C(C)(C)CCC(C)(C)C=2C=1)C, predict the reaction product. The product is: [CH3:1][C:2]12[C:8]([CH3:9])([CH3:10])[C:5]([C:11]([O:13][CH2:14][C@H:15]3[C@@H:17]([CH2:18][O:19][CH2:20][CH3:37])[C@@:16]3([CH3:35])[C:21]3[CH:30]=[CH:29][C:28]4[C:27]([CH3:32])([CH3:31])[CH2:26][CH2:25][C:24]([CH3:34])([CH3:33])[C:23]=4[CH:22]=3)=[O:12])([CH2:6][CH2:7]1)[O:4][C:3]2=[O:36].[CH3:37][C:38]12[C:44]([CH3:45])([CH3:46])[C:41]([C:47]([O:49][CH2:50][C@@H:51]3[C@H:53]([CH2:54][O:55][CH2:56][CH3:73])[C@:52]3([CH3:71])[C:57]3[CH:66]=[CH:65][C:64]4[C:63]([CH3:68])([CH3:67])[CH2:62][CH2:61][C:60]([CH3:70])([CH3:69])[C:59]=4[CH:58]=3)=[O:48])([CH2:42][CH2:43]1)[O:40][C:39]2=[O:72]. (5) Given the reactants CN(C(ON1N=NC2C=CC=NC1=2)=[N+](C)C)C.F[P-](F)(F)(F)(F)F.[NH2:25][CH2:26][C:27]1[C:28]([F:44])=[C:29]([O:34][C:35]2[CH:36]=[C:37]([CH:40]=[C:41]([Cl:43])[CH:42]=2)[C:38]#[N:39])[C:30]([Cl:33])=[CH:31][CH:32]=1.[OH:45][CH2:46][CH2:47][O:48][C:49]1[CH:50]=[C:51]2[C:55](=[CH:56][CH:57]=1)[NH:54][C:53]([C:58](O)=[O:59])=[CH:52]2.CCN(C(C)C)C(C)C, predict the reaction product. The product is: [Cl:33][C:30]1[CH:31]=[CH:32][C:27]([CH2:26][NH:25][C:58]([C:53]2[NH:54][C:55]3[C:51]([CH:52]=2)=[CH:50][C:49]([O:48][CH2:47][CH2:46][OH:45])=[CH:57][CH:56]=3)=[O:59])=[C:28]([F:44])[C:29]=1[O:34][C:35]1[CH:36]=[C:37]([C:38]#[N:39])[CH:40]=[C:41]([Cl:43])[CH:42]=1. (6) Given the reactants [Cl:1][S:2]([C:5]1[C:15]([CH3:16])=[CH:14][C:8]([O:9][CH2:10][C:11](O)=[O:12])=[CH:7][C:6]=1[CH3:17])(=[O:4])=[O:3].O=S(Cl)[Cl:20], predict the reaction product. The product is: [Cl:1][S:2]([C:5]1[C:15]([CH3:16])=[CH:14][C:8]([O:9][CH2:10][C:11]([Cl:20])=[O:12])=[CH:7][C:6]=1[CH3:17])(=[O:4])=[O:3].